This data is from Forward reaction prediction with 1.9M reactions from USPTO patents (1976-2016). The task is: Predict the product of the given reaction. (1) Given the reactants [F-].[CH2:15]([N+]([CH2:15][CH2:16][CH2:17][CH3:18])([CH2:15][CH2:16][CH2:17][CH3:18])[CH2:15][CH2:16][CH2:17][CH3:18])[CH2:16][CH2:17][CH3:18].O.O1[CH2:24][CH2:23][CH2:22][CH2:21]1, predict the reaction product. The product is: [CH2:21]([C:22]1[CH:21]=[C:16]2[C:15](=[CH:24][CH:23]=1)[CH:15]=[C:16]([C:17]#[CH:18])[CH:18]=[CH:17]2)[CH2:22][CH2:23][CH3:24]. (2) Given the reactants [Cl:1][C:2]1[CH:7]=[C:6]([C:8](OCC2C=CC=CC=2)(OCC2C=CC=CC=2)[O:9]CC2C=CC=CC=2)[CH:5]=[C:4]([Cl:33])[C:3]=1[N:34]1[CH2:39][CH:38]([CH2:40][C:41]2[CH:46]=[CH:45][C:44]([F:47])=[CH:43][C:42]=2[F:48])[CH2:37][CH2:36][C:35]1=[O:49].FC(F)(F)C(O)=O.C(=O)([O-])O.[Na+], predict the reaction product. The product is: [Cl:1][C:2]1[CH:7]=[C:6]([CH2:8][OH:9])[CH:5]=[C:4]([Cl:33])[C:3]=1[N:34]1[CH2:39][CH:38]([CH2:40][C:41]2[CH:46]=[CH:45][C:44]([F:47])=[CH:43][C:42]=2[F:48])[CH2:37][CH2:36][C:35]1=[O:49]. (3) Given the reactants [CH3:1][O:2][C:3]1[CH:4]=[C:5]([C:9]2[C:17]3[C:12](=[N:13][CH:14]=[N:15][C:16]=3[NH2:18])[NH:11][N:10]=2)[CH:6]=[CH:7][CH:8]=1.CC(C)([O-])C.[K+].Br[CH2:26][C:27]1[N:28]([C:39]2[CH:44]=[CH:43][CH:42]=[CH:41][C:40]=2[CH3:45])[C:29](=[O:38])[C:30]2[C:35]([CH:36]=1)=[CH:34][CH:33]=[CH:32][C:31]=2[CH3:37], predict the reaction product. The product is: [NH2:18][C:16]1[N:15]=[CH:14][N:13]=[C:12]2[N:11]([CH2:26][C:27]3[N:28]([C:39]4[CH:44]=[CH:43][CH:42]=[CH:41][C:40]=4[CH3:45])[C:29](=[O:38])[C:30]4[C:35]([CH:36]=3)=[CH:34][CH:33]=[CH:32][C:31]=4[CH3:37])[N:10]=[C:9]([C:5]3[CH:6]=[CH:7][CH:8]=[C:3]([OH:2])[CH:4]=3)[C:17]=12.[NH2:18][C:16]1[N:15]=[CH:14][N:13]=[C:12]2[N:11]([CH2:26][C:27]3[N:28]([C:39]4[CH:44]=[CH:43][CH:42]=[CH:41][C:40]=4[CH3:45])[C:29](=[O:38])[C:30]4[C:35]([CH:36]=3)=[CH:34][CH:33]=[CH:32][C:31]=4[CH3:37])[N:10]=[C:9]([C:5]3[CH:6]=[CH:7][CH:8]=[C:3]([O:2][CH3:1])[CH:4]=3)[C:17]=12. (4) Given the reactants [CH:1]1([C:7]2(C#N)[C:17]3[CH:16]=[C:15]4[C:11]([CH2:12][CH2:13][NH:14]4)=[CH:10][C:9]=3[CH2:8]2)[CH2:6][CH2:5][CH2:4][CH2:3][CH2:2]1.N.[Na].[Cl-].[NH4+], predict the reaction product. The product is: [CH:1]1([CH:7]2[C:17]3[CH:16]=[C:15]4[C:11]([CH2:12][CH2:13][NH:14]4)=[CH:10][C:9]=3[CH2:8]2)[CH2:2][CH2:3][CH2:4][CH2:5][CH2:6]1. (5) Given the reactants [N:1]1[CH:6]=[CH:5][CH:4]=[C:3]([NH2:7])[CH:2]=1.[Cl:8]C1C=C(C=CC=1)C(OO)=[O:13], predict the reaction product. The product is: [ClH:8].[NH2:7][C:3]1[CH:2]=[N+:1]([O-:13])[CH:6]=[CH:5][CH:4]=1. (6) The product is: [NH2:29][C:25]1[N:26]=[C:27]([NH:1][C:2]2[CH:19]=[C:18]([F:20])[C:5]([O:6][C:7]3[CH:12]=[CH:11][N:10]=[C:9]4[NH:13][CH:14]=[C:15]([C:16]#[N:17])[C:8]=34)=[C:4]([F:21])[CH:3]=2)[CH:28]=[CH:23][N:24]=1. Given the reactants [NH2:1][C:2]1[CH:19]=[C:18]([F:20])[C:5]([O:6][C:7]2[CH:12]=[CH:11][N:10]=[C:9]3[NH:13][CH:14]=[C:15]([C:16]#[N:17])[C:8]=23)=[C:4]([F:21])[CH:3]=1.Cl[C:23]1[CH:28]=[CH:27][N:26]=[C:25]([NH2:29])[N:24]=1.Cl.[OH-].[Na+], predict the reaction product.